From a dataset of Peptide-MHC class I binding affinity with 185,985 pairs from IEDB/IMGT. Regression. Given a peptide amino acid sequence and an MHC pseudo amino acid sequence, predict their binding affinity value. This is MHC class I binding data. (1) The MHC is HLA-A68:02 with pseudo-sequence HLA-A68:02. The peptide sequence is QAELTSNCT. The binding affinity (normalized) is 0. (2) The peptide sequence is SVKGRFTI. The MHC is HLA-A01:01 with pseudo-sequence HLA-A01:01. The binding affinity (normalized) is 0. (3) The peptide sequence is MMMTACDDGR. The MHC is HLA-A31:01 with pseudo-sequence HLA-A31:01. The binding affinity (normalized) is 0.887. (4) The binding affinity (normalized) is 0. The MHC is Mamu-B17 with pseudo-sequence Mamu-B17. The peptide sequence is LFPDDVQELL.